Dataset: Retrosynthesis with 50K atom-mapped reactions and 10 reaction types from USPTO. Task: Predict the reactants needed to synthesize the given product. (1) Given the product Nc1ccc(-c2cccnn2)cn1, predict the reactants needed to synthesize it. The reactants are: CC1(C)OB(c2ccc(N)nc2)OC1(C)C.Clc1cccnn1. (2) Given the product CSc1cc(=O)[nH]c(SCC(N)=O)c1C#N, predict the reactants needed to synthesize it. The reactants are: CSc1cc(=O)[nH]c(S)c1C#N.NC(=O)CBr. (3) Given the product O=C(Nc1ccc(F)cc1)C1(C(=O)Nc2ccc(Oc3ncnc4[nH]ncc34)cc2)CC1, predict the reactants needed to synthesize it. The reactants are: O=C(Nc1ccc(F)cc1)C1(C(=O)Nc2ccc(Oc3ncnc4c3cnn4C3CCCCO3)cc2)CC1. (4) Given the product CN(C)C(=O)c1oc2c(CO)cncc2c1Nc1ccc(I)cc1F, predict the reactants needed to synthesize it. The reactants are: CCOC(=O)c1cncc2c(Nc3ccc(I)cc3F)c(C(=O)N(C)C)oc12. (5) Given the product Fc1ccc(Br)cc1CN1CCOCC1, predict the reactants needed to synthesize it. The reactants are: C1COCCN1.O=Cc1cc(Br)ccc1F. (6) Given the product COC(=O)C(O)CCN=[N+]=[N-], predict the reactants needed to synthesize it. The reactants are: COC(=O)C(CCN=[N+]=[N-])OC(C)=O. (7) Given the product COC(=O)c1cc(-c2cnccn2)c(C(F)(F)F)cc1N, predict the reactants needed to synthesize it. The reactants are: CCCC[Sn](CCCC)(CCCC)c1cnccn1.COC(=O)c1cc(I)c(C(F)(F)F)cc1N. (8) Given the product OCC[N+]12CCC(C(O)(c3ccccc3)c3ccccc3)(CC1)CC2, predict the reactants needed to synthesize it. The reactants are: OC(c1ccccc1)(c1ccccc1)C12CCN(CC1)CC2.OCCBr. (9) Given the product COc1ccc(-c2ccnc3[nH]c(-c4ccc[nH]4)nc23)cc1, predict the reactants needed to synthesize it. The reactants are: COc1ccc(-c2ccnc(N)c2N)cc1.O=C(O)c1ccc[nH]1. (10) Given the product O=Cc1ccccc1S(=O)(=O)c1ccccc1, predict the reactants needed to synthesize it. The reactants are: O=Cc1ccccc1F.O=S([O-])c1ccccc1.